Task: Predict the product of the given reaction.. Dataset: Forward reaction prediction with 1.9M reactions from USPTO patents (1976-2016) (1) Given the reactants [NH2:1][C:2]1[S:3][C:4]([CH2:11][CH3:12])=[CH:5][C:6]=1[C:7]([O:9]C)=O.ClC(Cl)(O[C:17](=O)[O:18][C:19](Cl)(Cl)Cl)Cl.C(N(CC)CC)C.[CH3:32][O:33][C:34]1[CH:39]=[C:38]([O:40]C)[N:37]=[C:36]([NH2:42])[N:35]=1, predict the reaction product. The product is: [CH3:32][O:33][C:34]1[CH:39]=[C:17]([O:18][CH3:19])[N:42]=[C:36]([N:37]2[C:7](=[O:9])[C:6]3[CH:5]=[C:4]([CH2:11][CH3:12])[S:3][C:2]=3[NH:1][C:38]2=[O:40])[N:35]=1. (2) Given the reactants [CH3:1][O:2][C:3]1[CH:24]=[CH:23][C:6]([C:7]([NH:9][C:10]2[CH:15]=[CH:14][C:13]([NH:16][S:17]([CH3:20])(=[O:19])=[O:18])=[C:12]([O:21][CH3:22])[CH:11]=2)=[O:8])=[CH:5][C:4]=1[N+:25]([O-])=O.[CH3:28][S:29](Cl)(=[O:31])=[O:30].Cl.ClCCl, predict the reaction product. The product is: [CH3:1][O:2][C:3]1[CH:24]=[CH:23][C:6]([C:7]([NH:9][C:10]2[CH:15]=[CH:14][C:13]([NH:16][S:17]([CH3:20])(=[O:19])=[O:18])=[C:12]([O:21][CH3:22])[CH:11]=2)=[O:8])=[CH:5][C:4]=1[NH:25][S:29]([CH3:28])(=[O:31])=[O:30].